Dataset: Experimentally validated miRNA-target interactions with 360,000+ pairs, plus equal number of negative samples. Task: Binary Classification. Given a miRNA mature sequence and a target amino acid sequence, predict their likelihood of interaction. (1) The miRNA is mmu-miR-3964 with sequence AUAAGGUAGAAAGCACUAAA. The protein sequence of the target gene is MAKSAEVKLAIFGRAGVGKSAIVVRFLTKRFIWEYDPTLESTYRHQATIDDEVVSMEILDTAGQEDTIQREGHMRWGEGFVLVYDITDRGSFEEVLPLKNILDEVKKPKNVTLILVGNKADLDHSRQVSTEEGEKLATELACAFYECSACTGEGNITEVFYELCREVRRRRMVQGKTRRRSSTTHVKQAINKMLTKISS. Result: 1 (interaction). (2) The miRNA is hsa-miR-4278 with sequence CUAGGGGGUUUGCCCUUG. Result: 1 (interaction). The protein sequence of the target gene is MGFLKLIEIENFKSYKGRQIIGPFQRFTAIIGPNGSGKSNLMDAISFVLGEKTSNLRVKTLRDLIHGAPVGKPAANRAFVSMVYSEEGAEDRTFARVIVGGSSEYKINNKVVQLHEYSEELEKLGILIKARNFLVFQGAVESIAMKNPKERTALFEEISRSGELAQEYDKRKKEMVKAEEDTQFNYHRKKNIAAERKEAKQEKEEADRYQRLKDEVVRAQVQLQLFKLYHNEVEIEKLNKELASKNKEIEKDKKRMDKVEDELKEKKKELGKMMREQQQIEKEIKEKDSELNQKRPQYIK....